Task: Regression. Given two drug SMILES strings and cell line genomic features, predict the synergy score measuring deviation from expected non-interaction effect.. Dataset: NCI-60 drug combinations with 297,098 pairs across 59 cell lines (1) Drug 1: CN(C)N=NC1=C(NC=N1)C(=O)N. Drug 2: CS(=O)(=O)OCCCCOS(=O)(=O)C. Cell line: OVCAR3. Synergy scores: CSS=4.47, Synergy_ZIP=-1.79, Synergy_Bliss=-0.110, Synergy_Loewe=-1.76, Synergy_HSA=-1.04. (2) Drug 1: CNC(=O)C1=NC=CC(=C1)OC2=CC=C(C=C2)NC(=O)NC3=CC(=C(C=C3)Cl)C(F)(F)F. Drug 2: N.N.Cl[Pt+2]Cl. Cell line: TK-10. Synergy scores: CSS=15.0, Synergy_ZIP=-6.19, Synergy_Bliss=-0.573, Synergy_Loewe=-11.4, Synergy_HSA=-0.199. (3) Drug 1: C1CC(=O)NC(=O)C1N2CC3=C(C2=O)C=CC=C3N. Cell line: HOP-62. Drug 2: CCC1=C2CN3C(=CC4=C(C3=O)COC(=O)C4(CC)O)C2=NC5=C1C=C(C=C5)O. Synergy scores: CSS=22.9, Synergy_ZIP=0.558, Synergy_Bliss=3.04, Synergy_Loewe=-45.5, Synergy_HSA=4.15. (4) Drug 1: C1=C(C(=O)NC(=O)N1)N(CCCl)CCCl. Drug 2: C(=O)(N)NO. Cell line: NCI/ADR-RES. Synergy scores: CSS=18.5, Synergy_ZIP=-8.70, Synergy_Bliss=-1.67, Synergy_Loewe=-4.22, Synergy_HSA=-0.345. (5) Drug 1: C1CN(CCN1C(=O)CCBr)C(=O)CCBr. Drug 2: CC1C(C(CC(O1)OC2CC(CC3=C2C(=C4C(=C3O)C(=O)C5=C(C4=O)C(=CC=C5)OC)O)(C(=O)CO)O)N)O.Cl. Cell line: K-562. Synergy scores: CSS=37.3, Synergy_ZIP=-4.81, Synergy_Bliss=-4.39, Synergy_Loewe=-19.4, Synergy_HSA=-1.05.